Dataset: NCI-60 drug combinations with 297,098 pairs across 59 cell lines. Task: Regression. Given two drug SMILES strings and cell line genomic features, predict the synergy score measuring deviation from expected non-interaction effect. Drug 1: COC1=CC(=CC(=C1O)OC)C2C3C(COC3=O)C(C4=CC5=C(C=C24)OCO5)OC6C(C(C7C(O6)COC(O7)C8=CC=CS8)O)O. Drug 2: C(=O)(N)NO. Cell line: RXF 393. Synergy scores: CSS=23.2, Synergy_ZIP=-5.26, Synergy_Bliss=-1.82, Synergy_Loewe=-29.6, Synergy_HSA=0.932.